Dataset: Reaction yield outcomes from USPTO patents with 853,638 reactions. Task: Predict the reaction yield, written as a fraction of the theoretical maximum amount of product (1.0 means a 100% yield; for example, 0.34 means a 34% yield). (1) The reactants are [Cl:1][C:2]1[C:3]([F:29])=[C:4]([CH:26]=[CH:27][CH:28]=1)[NH:5][C:6]1[C:15]2[C:10](=[CH:11][C:12]([O:24][CH3:25])=[C:13]([O:16][CH2:17][CH:18]3[CH2:23][CH2:22][NH:21][CH2:20][CH2:19]3)[CH:14]=2)[N:9]=[CH:8][N:7]=1.C(=O)([O-])[O-].[K+].[K+].Cl[CH2:37][C:38]#[N:39]. The catalyst is CC(N(C)C)=O. The product is [Cl:1][C:2]1[C:3]([F:29])=[C:4]([CH:26]=[CH:27][CH:28]=1)[NH:5][C:6]1[C:15]2[C:10](=[CH:11][C:12]([O:24][CH3:25])=[C:13]([O:16][CH2:17][CH:18]3[CH2:23][CH2:22][N:21]([CH2:37][C:38]#[N:39])[CH2:20][CH2:19]3)[CH:14]=2)[N:9]=[CH:8][N:7]=1. The yield is 0.0900. (2) The reactants are [CH2:1]([O:8][C:9]1[CH:10]=[C:11](B(O)O)[CH:12]=[CH:13][CH:14]=1)[C:2]1[CH:7]=[CH:6][CH:5]=[CH:4][CH:3]=1.[O:18]=[C:19]1[CH2:28][CH2:27][CH2:26][C:25]2[CH:24]=[C:23](OS(C(F)(F)F)(=O)=O)[CH:22]=[CH:21][C:20]1=2.C([O-])([O-])=O.[K+].[K+].CCCCCC. The catalyst is [N+](CCCC)(CCCC)(CCCC)CCCC.[Br-].CCO.O.CC([O-])=O.CC([O-])=O.[Pd+2].CC#N.CCOC(C)=O. The product is [CH2:1]([O:8][C:9]1[CH:10]=[C:11]([C:23]2[CH:24]=[C:25]3[C:20](=[CH:21][CH:22]=2)[C:19](=[O:18])[CH2:28][CH2:27][CH2:26]3)[CH:12]=[CH:13][CH:14]=1)[C:2]1[CH:7]=[CH:6][CH:5]=[CH:4][CH:3]=1. The yield is 0.150. (3) The reactants are [C:1]([O:5][C:6]([NH:8][C:9]1[CH:14]=[C:13]([Cl:15])[CH:12]=[CH:11][C:10]=1/[CH:16]=[CH:17]/[C:18]([OH:20])=O)=[O:7])([CH3:4])([CH3:3])[CH3:2].[F:21][C:22]1[CH:36]=[CH:35][C:25]([CH2:26][N:27]2[CH2:32][C@H:31]([CH3:33])[NH:30][CH2:29][C@H:28]2[CH3:34])=[CH:24][CH:23]=1.CCN=C=NCCCN(C)C.Cl.Cl. The catalyst is C(Cl)Cl. The product is [C:1]([O:5][C:6](=[O:7])[NH:8][C:9]1[CH:14]=[C:13]([Cl:15])[CH:12]=[CH:11][C:10]=1/[CH:16]=[CH:17]/[C:18]([N:30]1[CH2:29][C@@H:28]([CH3:34])[N:27]([CH2:26][C:25]2[CH:35]=[CH:36][C:22]([F:21])=[CH:23][CH:24]=2)[CH2:32][C@@H:31]1[CH3:33])=[O:20])([CH3:2])([CH3:3])[CH3:4]. The yield is 0.810. (4) The reactants are [O:1]1[CH2:6][CH2:5][CH:4]([CH2:7][C:8]2[N:13]3[N:14]=[C:15](N)[N:16]=[C:12]3[CH:11]=[CH:10][CH:9]=2)[CH2:3][CH2:2]1.N([O-])=O.[Na+].[OH-].[Na+].[BrH:24]. The catalyst is O.[Cu]Br. The product is [Br:24][C:15]1[N:16]=[C:12]2[CH:11]=[CH:10][CH:9]=[C:8]([CH2:7][CH:4]3[CH2:5][CH2:6][O:1][CH2:2][CH2:3]3)[N:13]2[N:14]=1. The yield is 0.381.